This data is from Full USPTO retrosynthesis dataset with 1.9M reactions from patents (1976-2016). The task is: Predict the reactants needed to synthesize the given product. (1) Given the product [Br:8][C:6]1[CH:5]=[CH:4][C:3]([NH:9][C@@H:10]([CH3:13])[CH2:11][OH:12])=[C:2]([NH:1][S:20]([C:17]2[CH:18]=[CH:19][C:14]([CH3:24])=[CH:15][CH:16]=2)(=[O:22])=[O:21])[CH:7]=1, predict the reactants needed to synthesize it. The reactants are: [NH2:1][C:2]1[CH:7]=[C:6]([Br:8])[CH:5]=[CH:4][C:3]=1[NH:9][C@@H:10]([CH3:13])[CH2:11][OH:12].[C:14]1([CH3:24])[CH:19]=[CH:18][C:17]([S:20](Cl)(=[O:22])=[O:21])=[CH:16][CH:15]=1. (2) Given the product [ClH:29].[CH:9]1([C:18]([O:20][CH3:21])=[O:19])[C:10]2[C:15](=[CH:14][CH:13]=[CH:12][CH:11]=2)[CH2:16][CH2:17][NH:8]1, predict the reactants needed to synthesize it. The reactants are: C(OC([N:8]1[CH2:17][CH2:16][C:15]2[C:10](=[CH:11][CH:12]=[CH:13][CH:14]=2)[CH:9]1[C:18]([OH:20])=[O:19])=O)(C)(C)C.[C:21](=O)([O-])[O-].[K+].[K+].IC.[ClH:29].O1CCOCC1. (3) Given the product [Br:7][C:5]1[CH:6]=[C:2]([C:16]2[CH:15]=[CH:14][N:13]=[C:12]([C:8]([CH3:11])([CH3:10])[CH3:9])[CH:17]=2)[S:3][CH:4]=1, predict the reactants needed to synthesize it. The reactants are: Br[C:2]1[S:3][CH:4]=[C:5]([Br:7])[CH:6]=1.[C:8]([C:12]1[CH:17]=[C:16](B2OC(C)(C)C(C)(C)O2)[CH:15]=[CH:14][N:13]=1)([CH3:11])([CH3:10])[CH3:9].C(=O)([O-])[O-].[Na+].[Na+].CC1(C)C2C(=C(P(C3C=CC=CC=3)C3C=CC=CC=3)C=CC=2)OC2C(P(C3C=CC=CC=3)C3C=CC=CC=3)=CC=CC1=2. (4) Given the product [F:1][C:2]1[CH:22]=[CH:21][C:20]([C:23]([NH:25][C:26]2[CH:31]=[C:30]([CH3:32])[CH:29]=[CH:28][C:27]=2[F:33])=[O:24])=[CH:19][C:3]=1[O:4][C:5]1[CH:10]=[CH:9][N:8]=[C:7]([C:11]2[NH:15][CH:14]=[C:13]([C:16]([NH:73][CH2:72][CH2:71][C:70]([O:69][CH3:68])=[O:74])=[O:18])[CH:12]=2)[CH:6]=1, predict the reactants needed to synthesize it. The reactants are: [F:1][C:2]1[CH:22]=[CH:21][C:20]([C:23]([NH:25][C:26]2[CH:31]=[C:30]([CH3:32])[CH:29]=[CH:28][C:27]=2[F:33])=[O:24])=[CH:19][C:3]=1[O:4][C:5]1[CH:10]=[CH:9][N:8]=[C:7]([C:11]2[NH:15][CH:14]=[C:13]([C:16]([OH:18])=O)[CH:12]=2)[CH:6]=1.CN(C(ON1N=NC2C=CC=NC1=2)=[N+](C)C)C.F[P-](F)(F)(F)(F)F.C(N(CC)C(C)C)(C)C.Cl.[CH3:68][O:69][C:70](=[O:74])[CH2:71][CH2:72][NH2:73].Cl. (5) Given the product [C:18]([O:17][C:15]([N:10]1[C@H:9]([CH2:22][F:23])[C@@H:8]([C:5]2[CH:6]=[CH:7][C:2]([S:25][CH3:24])=[CH:3][CH:4]=2)[O:12][C:11]1([CH3:14])[CH3:13])=[O:16])([CH3:21])([CH3:20])[CH3:19], predict the reactants needed to synthesize it. The reactants are: Br[C:2]1[CH:7]=[CH:6][C:5]([C@H:8]2[O:12][C:11]([CH3:14])([CH3:13])[N:10]([C:15]([O:17][C:18]([CH3:21])([CH3:20])[CH3:19])=[O:16])[C@@H:9]2[CH2:22][F:23])=[CH:4][CH:3]=1.[CH3:24][S:25]SC.[Cl-].[NH4+].C(OCC)(=O)C. (6) Given the product [N:17]1[C:18]2[CH2:19][CH2:20][CH2:21][C@@H:12]([NH:4][C:5](=[O:11])[O:6][C:7]([CH3:9])([CH3:8])[CH3:10])[C:13]=2[N:14]=[CH:15][CH:16]=1, predict the reactants needed to synthesize it. The reactants are: C([N:4]([C@@H:12]1[CH2:21][CH2:20][CH2:19][C:18]2[N:17]=[CH:16][CH:15]=[N:14][C:13]1=2)[C:5](=[O:11])[O:6][C:7]([CH3:10])([CH3:9])[CH3:8])(=O)C.O.NN. (7) Given the product [NH2:1][C:2]1[C:11]([F:12])=[C:10]([NH:13][CH2:14][CH2:15][NH:16][C:17]2[CH:22]=[CH:21][CH:20]=[CH:19][N:18]=2)[C:9]([F:23])=[C:8]2[C:3]=1[C:4](=[O:32])[CH:5]=[C:6]([C:27]([OH:29])=[O:28])[N:7]2[CH:24]1[CH2:25][CH2:26]1, predict the reactants needed to synthesize it. The reactants are: [NH2:1][C:2]1[C:11]([F:12])=[C:10]([NH:13][CH2:14][CH2:15][NH:16][C:17]2[CH:22]=[CH:21][CH:20]=[CH:19][N:18]=2)[C:9]([F:23])=[C:8]2[C:3]=1[C:4](=[O:32])[CH:5]=[C:6]([C:27]([O:29]CC)=[O:28])[N:7]2[CH:24]1[CH2:26][CH2:25]1.[OH-].[Na+]. (8) The reactants are: N[CH2:2][CH2:3][CH2:4][CH2:5][CH2:6][NH2:7].C[O:9][C:10](=O)[CH2:11][S:12][C:13]([C:26]1[CH:31]=[CH:30][CH:29]=[CH:28][CH:27]=1)([C:20]1[CH:25]=[CH:24][CH:23]=[CH:22][CH:21]=1)[C:14]1[CH:19]=[CH:18][CH:17]=[CH:16][CH:15]=1.CO. Given the product [NH2:7][CH2:6][CH2:5][CH2:4][CH2:3][CH2:2][C:10](=[O:9])[CH2:11][S:12][C:13]([C:14]1[CH:19]=[CH:18][CH:17]=[CH:16][CH:15]=1)([C:20]1[CH:21]=[CH:22][CH:23]=[CH:24][CH:25]=1)[C:26]1[CH:31]=[CH:30][CH:29]=[CH:28][CH:27]=1, predict the reactants needed to synthesize it.